This data is from Full USPTO retrosynthesis dataset with 1.9M reactions from patents (1976-2016). The task is: Predict the reactants needed to synthesize the given product. (1) Given the product [C:26]1([CH3:27])[CH:25]=[C:24]([CH3:28])[CH:23]=[C:22]([CH3:29])[C:21]=1[C:20]1[C:19]([CH3:30])=[N:18][N:16]2[C:17]3[NH:9][CH2:10][CH2:11][C:12]=3[C:13]([CH3:31])=[N:14][C:15]=12, predict the reactants needed to synthesize it. The reactants are: Cl.C([N:9]1[C:17]2[N:16]3[N:18]=[C:19]([CH3:30])[C:20]([C:21]4[C:26]([CH3:27])=[CH:25][C:24]([CH3:28])=[CH:23][C:22]=4[CH3:29])=[C:15]3[N:14]=[C:13]([CH3:31])[C:12]=2[CH2:11][CH2:10]1)C1C=CC=CC=1.O.C(O)C. (2) Given the product [Br:33][C:30]1[CH:31]=[CH:32][C:27]([O:26][C:23]2[CH:24]=[CH:25][C:20]([S:17]([N:8]([CH2:9][C:10]([OH:12])=[O:11])[CH2:7][C:6](=[O:5])[NH:42][OH:43])(=[O:19])=[O:18])=[CH:21][CH:22]=2)=[CH:28][CH:29]=1, predict the reactants needed to synthesize it. The reactants are: C([O:5][C:6](=O)[CH2:7][N:8]([S:17]([C:20]1[CH:25]=[CH:24][C:23]([O:26][C:27]2[CH:32]=[CH:31][C:30]([Br:33])=[CH:29][CH:28]=2)=[CH:22][CH:21]=1)(=[O:19])=[O:18])[CH2:9][C:10]([O:12]C(C)(C)C)=[O:11])(C)(C)C.CN1CCOCC1.[NH2:42][OH:43].Cl.[OH-].[K+]. (3) Given the product [CH3:37][C:8]1[C:9]([NH:10][C:11](=[O:36])[CH2:12][C:13]2[C:18]([O:19][CH3:20])=[CH:17][C:16]([O:21][C:22]3[C:31]4[C:26](=[CH:27][C:28]([O:34][CH3:35])=[C:29]([O:32][CH3:33])[CH:30]=4)[N:25]=[CH:24][CH:23]=3)=[CH:15][N:14]=2)=[N:5][NH:6][C:7]=1[CH3:38], predict the reactants needed to synthesize it. The reactants are: C([N:5]1[C:9]([NH:10][C:11](=[O:36])[CH2:12][C:13]2[C:18]([O:19][CH3:20])=[CH:17][C:16]([O:21][C:22]3[C:31]4[C:26](=[CH:27][C:28]([O:34][CH3:35])=[C:29]([O:32][CH3:33])[CH:30]=4)[N:25]=[CH:24][CH:23]=3)=[CH:15][N:14]=2)=[C:8]([CH3:37])[C:7]([CH3:38])=[N:6]1)(C)(C)C.C1(OC)C=CC=CC=1.FC(F)(F)C(O)=O.C(=O)(O)[O-].[Na+]. (4) Given the product [Cl:12][CH2:13][C:7]([C@@H:5]1[CH2:4][O:3][C:2]([CH3:1])([CH3:11])[O:6]1)=[O:9], predict the reactants needed to synthesize it. The reactants are: [CH3:1][C:2]1([CH3:11])[O:6][C@H:5]([C:7]([O:9]C)=O)[CH2:4][O:3]1.[Cl:12][CH2:13]I.[Li+].CC([N-]C(C)C)C.[OH-].[Na+]. (5) Given the product [NH2:7][C:2]1[N:3]=[CH:4][C:28]([C:2]2[N:3]=[C:4]([N:15]3[CH2:20][CH2:19][O:18][CH2:17][CH2:16]3)[C:5]3[S:10][C:9]([C:11]([OH:14])([CH3:13])[CH3:12])=[CH:8][C:6]=3[N:7]=2)=[CH:27][N:29]=1, predict the reactants needed to synthesize it. The reactants are: Cl[C:2]1[N:3]=[C:4]([N:15]2[CH2:20][CH2:19][O:18][CH2:17][CH2:16]2)[C:5]2[S:10][C:9]([C:11]([OH:14])([CH3:13])[CH3:12])=[CH:8][C:6]=2[N:7]=1.C(=O)([O-])[O-].[Na+].[Na+].[C:27](#[N:29])[CH3:28]. (6) Given the product [NH3:1].[CH2:37]([O:44][C:45]1[CH:50]=[CH:49][C:48]([C@@H:51]([O:54][Si:55]([C:58]([CH3:59])([CH3:61])[CH3:60])([CH3:57])[CH3:56])[CH2:52][NH:1][CH2:2][CH2:3][C:4]2[CH:5]=[CH:6][C:7]([O:8][CH2:9][CH2:10][CH2:11][C:12]3[CH:17]=[CH:16][C:15]([OH:18])=[C:14]([C@@H:19]([C:29]4[CH:30]=[CH:31][CH:32]=[CH:33][CH:34]=4)[CH2:20][CH2:21][N:22]([CH:26]([CH3:27])[CH3:28])[CH:23]([CH3:25])[CH3:24])[CH:13]=3)=[CH:35][CH:36]=2)=[CH:47][C:46]=1[NH:62][S:63]([CH3:66])(=[O:64])=[O:65])[C:38]1[CH:43]=[CH:42][CH:41]=[CH:40][CH:39]=1, predict the reactants needed to synthesize it. The reactants are: [NH2:1][CH2:2][CH2:3][C:4]1[CH:36]=[CH:35][C:7]([O:8][CH2:9][CH2:10][CH2:11][C:12]2[CH:17]=[CH:16][C:15]([OH:18])=[C:14]([C@@H:19]([C:29]3[CH:34]=[CH:33][CH:32]=[CH:31][CH:30]=3)[CH2:20][CH2:21][N:22]([CH:26]([CH3:28])[CH3:27])[CH:23]([CH3:25])[CH3:24])[CH:13]=2)=[CH:6][CH:5]=1.[CH2:37]([O:44][C:45]1[CH:50]=[CH:49][C:48]([C@@H:51]([O:54][Si:55]([C:58]([CH3:61])([CH3:60])[CH3:59])([CH3:57])[CH3:56])[CH2:52]Br)=[CH:47][C:46]=1[NH:62][S:63]([CH3:66])(=[O:65])=[O:64])[C:38]1[CH:43]=[CH:42][CH:41]=[CH:40][CH:39]=1.C(OCC)(=O)C.O. (7) Given the product [F:1][C:2]1[CH:7]=[C:6]([N+:8]([O-:10])=[O:9])[CH:5]=[CH:4][C:3]=1[N:11]1[C@H:12]([CH2:15][CH3:16])[CH2:13][O:14][CH:20]1[C:21]([F:24])([F:23])[F:22], predict the reactants needed to synthesize it. The reactants are: [F:1][C:2]1[CH:7]=[C:6]([N+:8]([O-:10])=[O:9])[CH:5]=[CH:4][C:3]=1[NH:11][C@H:12]([CH2:15][CH3:16])[CH2:13][OH:14].C(O[CH:20](O)[C:21]([F:24])([F:23])[F:22])C.C1(C)C=CC(S(O)(=O)=O)=CC=1.